This data is from Reaction yield outcomes from USPTO patents with 853,638 reactions. The task is: Predict the reaction yield, written as a fraction of the theoretical maximum amount of product (1.0 means a 100% yield; for example, 0.34 means a 34% yield). (1) The reactants are [CH3:1][CH:2]([N:4]1[C:12](/[CH:13]=[CH:14]/[C@H:15]([OH:24])[CH2:16][C@H:17]([OH:23])[CH2:18][C:19]([O:21]C)=[O:20])=[C:11]([C:25]2[CH:30]=[CH:29][C:28]([F:31])=[CH:27][CH:26]=2)[C:10]2[C:5]1=[CH:6][CH:7]=[CH:8][CH:9]=2)[CH3:3].[OH-].[Na+:33]. The catalyst is ClCCl. The product is [CH3:3][CH:2]([N:4]1[C:12](/[CH:13]=[CH:14]/[CH:15]([OH:24])[CH2:16][CH:17]([OH:23])[CH2:18][C:19]([O-:21])=[O:20])=[C:11]([C:25]2[CH:26]=[CH:27][C:28]([F:31])=[CH:29][CH:30]=2)[C:10]2[CH:9]=[CH:8][CH:7]=[CH:6][C:5]1=2)[CH3:1].[Na+:33]. The yield is 0.620. (2) The reactants are [F:1][C:2]1([CH2:9][C:10]([C:12]2[CH:17]=[CH:16][CH:15]=[CH:14][CH:13]=2)=[O:11])[CH:7]=[CH:6][N:5]=[C:4]([F:8])[CH2:3]1.[Br:18]Br. The catalyst is C(O)(=O)C. The product is [F:1][C:2]1([CH:9]([Br:18])[C:10]([C:12]2[CH:17]=[CH:16][CH:15]=[CH:14][CH:13]=2)=[O:11])[CH:7]=[CH:6][N:5]=[C:4]([F:8])[CH2:3]1. The yield is 1.00. (3) The reactants are [Cl-].[Al+3].[Cl-].[Cl-].[C:5]1([CH3:14])[CH:10]=[CH:9][C:8]([C:11](Cl)=[O:12])=[CH:7][CH:6]=1.[C:15]1([S:21]([N:24]2[CH:28]=[CH:27][CH:26]=[CH:25]2)(=[O:23])=[O:22])[CH:20]=[CH:19][CH:18]=[CH:17][CH:16]=1. The catalyst is ClC(Cl)C. The product is [CH3:14][C:5]1[CH:10]=[CH:9][C:8]([C:11]([C:25]2[N:24]([S:21]([C:15]3[CH:20]=[CH:19][CH:18]=[CH:17][CH:16]=3)(=[O:22])=[O:23])[CH:28]=[CH:27][CH:26]=2)=[O:12])=[CH:7][CH:6]=1. The yield is 1.00. (4) The reactants are C([O:4][CH2:5][CH:6]([C:12]1[CH:17]=[CH:16][C:15]([NH:18][C:19]([C:21]2[N:22]([CH2:28][O:29][CH2:30][CH2:31][Si:32]([CH3:35])([CH3:34])[CH3:33])[CH:23]=[C:24]([C:26]#[N:27])[N:25]=2)=[O:20])=[C:14]([C:36]2[CH2:41][CH2:40][CH2:39][CH2:38][CH:37]=2)[CH:13]=1)[CH2:7][O:8]C(=O)C)(=O)C.[OH-].[Na+].C(Cl)Cl.O. The catalyst is CC(O)C. The product is [C:36]1([C:14]2[CH:13]=[C:12]([CH:6]([CH2:5][OH:4])[CH2:7][OH:8])[CH:17]=[CH:16][C:15]=2[NH:18][C:19]([C:21]2[N:22]([CH2:28][O:29][CH2:30][CH2:31][Si:32]([CH3:33])([CH3:35])[CH3:34])[CH:23]=[C:24]([C:26]#[N:27])[N:25]=2)=[O:20])[CH2:41][CH2:40][CH2:39][CH2:38][CH:37]=1. The yield is 0.630. (5) The yield is 0.888. The reactants are [OH:1][C:2]1[CH:11]=[CH:10][C:5]([C:6]([O:8][CH3:9])=[O:7])=[CH:4][C:3]=1[O:12][CH3:13].[Br:14][CH2:15][CH2:16][CH2:17]Br.C(=O)([O-])[O-].[K+].[K+]. The catalyst is C(#N)C. The product is [Br:14][CH2:15][CH2:16][CH2:17][O:1][C:2]1[CH:11]=[CH:10][C:5]([C:6]([O:8][CH3:9])=[O:7])=[CH:4][C:3]=1[O:12][CH3:13]. (6) The reactants are [CH2:1]([N:8]1[CH2:13][C@H:12]([CH2:14]O)[C@H:11]2[O:16][C@@:17]([O:24][CH3:25])([CH3:23])[C@:18]([O:21][CH3:22])([CH3:20])[O:19][C@@H:10]2[CH2:9]1)[C:2]1[CH:7]=[CH:6][CH:5]=[CH:4][CH:3]=1.S(Cl)([Cl:28])=O. The catalyst is C(Cl)(Cl)Cl. The product is [CH2:1]([N:8]1[CH2:13][C@H:12]([CH2:14][Cl:28])[C@H:11]2[O:16][C@@:17]([O:24][CH3:25])([CH3:23])[C@:18]([O:21][CH3:22])([CH3:20])[O:19][C@@H:10]2[CH2:9]1)[C:2]1[CH:7]=[CH:6][CH:5]=[CH:4][CH:3]=1. The yield is 0.850. (7) The reactants are [CH2:1]([N:8]1[CH:13]=[C:12]([C:14]2[C:15]([CH3:20])=[N:16][O:17][C:18]=2[CH3:19])[CH:11]=[C:10](Cl)[C:9]1=[O:22])[C:2]1[CH:7]=[CH:6][CH:5]=[CH:4][CH:3]=1.[F:23][C:24]1[CH:29]=[CH:28][C:27](B(O)O)=[CH:26][CH:25]=1.COC1C=CC=C(OC)C=1C1C=CC=CC=1P(C1CCCCC1)C1CCCCC1.[O-]P([O-])([O-])=O.[K+].[K+].[K+]. The catalyst is C1(C)C=CC=CC=1.CC([O-])=O.CC([O-])=O.[Pd+2]. The product is [CH2:1]([N:8]1[CH:13]=[C:12]([C:14]2[C:15]([CH3:20])=[N:16][O:17][C:18]=2[CH3:19])[CH:11]=[C:10]([C:27]2[CH:28]=[CH:29][C:24]([F:23])=[CH:25][CH:26]=2)[C:9]1=[O:22])[C:2]1[CH:7]=[CH:6][CH:5]=[CH:4][CH:3]=1. The yield is 0.380. (8) The reactants are [NH2:1][C:2]1[CH:3]=[C:4]([B:10]([OH:12])[OH:11])[CH:5]=[CH:6][C:7]=1[O:8][CH3:9].CCN(CC)CC.[CH3:20][S:21](Cl)(=[O:23])=[O:22]. The catalyst is C(Cl)Cl. The product is [CH3:9][O:8][C:7]1[CH:6]=[CH:5][C:4]([B:10]([OH:12])[OH:11])=[CH:3][C:2]=1[NH:1][S:21]([CH3:20])(=[O:23])=[O:22]. The yield is 0.960. (9) The reactants are C([N-]C(C)C)(C)C.[Li+].[F:9][C:10]([F:22])([F:21])[C:11]1[CH:16]=[CH:15][C:14]([CH2:17][C:18]([OH:20])=[O:19])=[CH:13][CH:12]=1.I[CH2:24][CH:25]1[CH2:29][CH2:28][CH2:27][CH2:26]1. The yield is 0.650. The product is [CH:25]1([CH2:24][CH:17]([C:14]2[CH:13]=[CH:12][C:11]([C:10]([F:21])([F:22])[F:9])=[CH:16][CH:15]=2)[C:18]([OH:20])=[O:19])[CH2:29][CH2:28][CH2:27][CH2:26]1. The catalyst is O1CCCC1.CN(C)P(N(C)C)(N(C)C)=O.CN(C)P(N(C)C)(N(C)C)=O. (10) The reactants are [NH2:1][CH:2]([C:6]1[N:7]([CH2:17][C:18]2[CH:23]=[CH:22][CH:21]=[CH:20][CH:19]=2)[C:8](=[O:16])[C:9]2[C:14]([CH3:15])=[N:13][O:12][C:10]=2[N:11]=1)[CH:3]([CH3:5])[CH3:4].[C:24]([O:28][C:29](=[O:35])[NH:30][CH2:31][CH2:32][CH:33]=O)([CH3:27])([CH3:26])[CH3:25].C(O[BH-](OC(=O)C)OC(=O)C)(=O)C.[Na+]. The catalyst is C(Cl)Cl.C(O)(=O)C. The product is [C:24]([O:28][C:29](=[O:35])[NH:30][CH2:31][CH2:32][CH2:33][NH:1][CH:2]([C:6]1[N:7]([CH2:17][C:18]2[CH:19]=[CH:20][CH:21]=[CH:22][CH:23]=2)[C:8](=[O:16])[C:9]2[C:14]([CH3:15])=[N:13][O:12][C:10]=2[N:11]=1)[CH:3]([CH3:5])[CH3:4])([CH3:27])([CH3:26])[CH3:25]. The yield is 0.600.